Task: Predict the reaction yield, written as a fraction of the theoretical maximum amount of product (1.0 means a 100% yield; for example, 0.34 means a 34% yield).. Dataset: Reaction yield outcomes from USPTO patents with 853,638 reactions The reactants are [N:1]1([C:7]2[CH:12]=[CH:11][C:10]([NH:13][C:14]([C:16]3[CH:17]=[C:18]([CH:27]=[CH:28][CH:29]=3)[CH2:19][S:20][CH2:21][CH2:22][C:23]([O:25]C)=[O:24])=[O:15])=[C:9]([C:30]3[CH:35]=[C:34]([NH:36][C:37](=[O:48])[C:38]4[CH:43]=[CH:42][CH:41]=[C:40]([C:44]([F:47])([F:46])[F:45])[CH:39]=4)[CH:33]=[CH:32][N:31]=3)[CH:8]=2)[CH2:6][CH2:5][CH2:4][CH2:3][CH2:2]1.O.[OH-].[Li+]. The catalyst is O1CCCC1.O. The product is [N:1]1([C:7]2[CH:12]=[CH:11][C:10]([NH:13][C:14]([C:16]3[CH:17]=[C:18]([CH:27]=[CH:28][CH:29]=3)[CH2:19][S:20][CH2:21][CH2:22][C:23]([OH:25])=[O:24])=[O:15])=[C:9]([C:30]3[CH:35]=[C:34]([NH:36][C:37](=[O:48])[C:38]4[CH:43]=[CH:42][CH:41]=[C:40]([C:44]([F:47])([F:45])[F:46])[CH:39]=4)[CH:33]=[CH:32][N:31]=3)[CH:8]=2)[CH2:6][CH2:5][CH2:4][CH2:3][CH2:2]1. The yield is 0.580.